Dataset: Peptide-MHC class II binding affinity with 134,281 pairs from IEDB. Task: Regression. Given a peptide amino acid sequence and an MHC pseudo amino acid sequence, predict their binding affinity value. This is MHC class II binding data. The peptide sequence is EGHHLASAAIFGHDG. The MHC is DRB1_0802 with pseudo-sequence DRB1_0802. The binding affinity (normalized) is 0.398.